The task is: Predict the reaction yield, written as a fraction of the theoretical maximum amount of product (1.0 means a 100% yield; for example, 0.34 means a 34% yield).. This data is from Reaction yield outcomes from USPTO patents with 853,638 reactions. The reactants are [F:8][C:7]([F:10])([F:9])[C:6](O[C:6](=[O:11])[C:7]([F:10])([F:9])[F:8])=[O:11].[NH2:14][C:15]1[CH:16]=[C:17]2[C:21](=[CH:22][CH:23]=1)[NH:20][N:19]=[CH:18]2. The catalyst is N1C=CC=CC=1. The product is [F:10][C:7]([F:8])([F:9])[C:6]([NH:14][C:15]1[CH:16]=[C:17]2[C:21](=[CH:22][CH:23]=1)[NH:20][N:19]=[CH:18]2)=[O:11]. The yield is 0.970.